Dataset: Reaction yield outcomes from USPTO patents with 853,638 reactions. Task: Predict the reaction yield, written as a fraction of the theoretical maximum amount of product (1.0 means a 100% yield; for example, 0.34 means a 34% yield). (1) The reactants are [N-:1]=[N+:2]=[N-:3].[Na+].CS(O[CH2:10][CH2:11][CH:12]1[CH2:17][CH2:16][N:15]([C:18]2[CH:27]=[C:26]([C:28](=[O:46])[NH:29][CH2:30][C@H:31]3[CH2:36][CH2:35][C@H:34]([CH2:37][NH:38][C:39]([O:41][C:42]([CH3:45])([CH3:44])[CH3:43])=[O:40])[CH2:33][CH2:32]3)[C:25]3[C:20](=[CH:21][CH:22]=[CH:23][CH:24]=3)[N:19]=2)[CH2:14][CH2:13]1)(=O)=O. The catalyst is CN(C=O)C. The product is [N:1]([CH2:10][CH2:11][CH:12]1[CH2:17][CH2:16][N:15]([C:18]2[CH:27]=[C:26]([C:28]([NH:29][CH2:30][C@H:31]3[CH2:32][CH2:33][C@H:34]([CH2:37][NH:38][C:39](=[O:40])[O:41][C:42]([CH3:45])([CH3:44])[CH3:43])[CH2:35][CH2:36]3)=[O:46])[C:25]3[C:20](=[CH:21][CH:22]=[CH:23][CH:24]=3)[N:19]=2)[CH2:14][CH2:13]1)=[N+:2]=[N-:3]. The yield is 0.720. (2) The catalyst is C1COCC1.N1C=CC=CC=1. The product is [Cl:1][C:2]1[N:10]=[CH:9][N:8]=[C:7]2[C:3]=1[N:4]=[CH:5][N:6]2[C@H:11]1[CH2:33][C@H:14]([OH:15])[C@@H:13]([CH2:20][OH:19])[CH2:12]1. The reactants are [Cl:1][C:2]1[N:10]=[CH:9][N:8]=[C:7]2[C:3]=1[N:4]=[CH:5][N:6]2[C@H:11]1[CH2:33][C@@H:14]2[O:15][Si](C(C)C)(C(C)C)O[Si](C(C)C)(C(C)C)[O:19][CH2:20][C@H:13]2[CH2:12]1.F.N1C=CC=CC=1. The yield is 0.630. (3) The product is [CH3:17][CH:18]1[CH2:23][CH2:22][CH2:21][CH:20]([CH3:24])[N:19]1[CH2:14][C:12]1[CH:11]=[C:10]([CH3:16])[N:9]=[C:8]([S:7][CH2:1][CH2:2][CH2:3][CH2:4][CH2:5][CH3:6])[N:13]=1. The catalyst is CC([O-])C.CC([O-])C.CC([O-])C.CC([O-])C.[Ti+4].CC(O)C. The reactants are [CH2:1]([S:7][C:8]1[N:13]=[C:12]([CH:14]=O)[CH:11]=[C:10]([CH3:16])[N:9]=1)[CH2:2][CH2:3][CH2:4][CH2:5][CH3:6].[CH3:17][CH:18]1[CH2:23][CH2:22][CH2:21][CH:20]([CH3:24])[NH:19]1.C([BH3-])#N.[Na+].O. The yield is 0.360. (4) The reactants are [O:1]=[C:2]1[C@@H:6]([O:7][C:8](=[O:12])[CH:9]([CH3:11])[CH3:10])[C@H:5]([O:13][C:14](=[O:18])[CH:15]([CH3:17])[CH3:16])[C:4](=O)[O:3]1.[NH2:20][OH:21]. The catalyst is C(OCC)(=O)C. The product is [OH:21][N:20]1[C:2](=[O:1])[C@H:6]([O:7][C:8](=[O:12])[CH:9]([CH3:11])[CH3:10])[C@@H:5]([O:13][C:14](=[O:18])[CH:15]([CH3:17])[CH3:16])[C:4]1=[O:3]. The yield is 1.00. (5) The reactants are IC.[F:3][C:4]1[CH:9]=[C:8]([N+:10]([O-:12])=[O:11])[CH:7]=[C:6]([F:13])[C:5]=1[OH:14].[C:15](=O)([O-])[O-].[K+].[K+]. The catalyst is CC(C)=O. The product is [F:3][C:4]1[CH:9]=[C:8]([N+:10]([O-:12])=[O:11])[CH:7]=[C:6]([F:13])[C:5]=1[O:14][CH3:15]. The yield is 0.930. (6) The reactants are [Br:1][C:2]1[CH:3]=[CH:4][CH:5]=[C:6]2[C:11]=1[NH:10][C:9](=[O:12])[C@H:8]([CH3:13])[NH:7]2.[OH-].[Na+].OO.Cl. The catalyst is O.CO. The product is [Br:1][C:2]1[CH:3]=[CH:4][CH:5]=[C:6]2[C:11]=1[NH:10][C:9](=[O:12])[C:8]([CH3:13])=[N:7]2. The yield is 0.780. (7) The reactants are [C:1]([C:3]1[CH:30]=[C:29]([N+:31]([O-])=O)[CH:28]=[CH:27][C:4]=1[O:5][C:6]1[CH:7]=[CH:8][C:9]([F:26])=[C:10]([NH:12][C:13](=[O:25])[CH2:14][C:15]2[CH:20]=[CH:19][CH:18]=[C:17]([C:21]([F:24])([F:23])[F:22])[CH:16]=2)[CH:11]=1)#[N:2].O1CCCC1. The catalyst is C(O)C.[C].[Pd]. The product is [NH2:31][C:29]1[CH:28]=[CH:27][C:4]([O:5][C:6]2[CH:7]=[CH:8][C:9]([F:26])=[C:10]([NH:12][C:13](=[O:25])[CH2:14][C:15]3[CH:20]=[CH:19][CH:18]=[C:17]([C:21]([F:22])([F:23])[F:24])[CH:16]=3)[CH:11]=2)=[C:3]([C:1]#[N:2])[CH:30]=1. The yield is 0.920. (8) The reactants are [S:1]([O-:5])(=[O:4])(=[O:3])[CH3:2].CS(O)(=O)=O.C(N(CC)CC)C.C1(P(C2C=CC=CC=2)C2C=CC=CC=2)C=CC=CC=1.[CH3:37][O:38][C:39]([C@@H:41]1[CH2:45][C@@H:44](O)[CH2:43][N:42]1[S:47]([C:50]1[CH:59]=[CH:58][C:57]2[C:52](=[CH:53][CH:54]=[CH:55][CH:56]=2)[CH:51]=1)(=[O:49])=[O:48])=[O:40].N(C(OC(C)C)=O)=NC(OC(C)C)=O. The catalyst is C1(C)C=CC=CC=1.CCOC(C)=O.CCCCCC.O. The product is [CH3:37][O:38][C:39]([C@@H:41]1[CH2:45][C@H:44]([O:3][S:1]([CH3:2])(=[O:5])=[O:4])[CH2:43][N:42]1[S:47]([C:50]1[CH:59]=[CH:58][C:57]2[C:52](=[CH:53][CH:54]=[CH:55][CH:56]=2)[CH:51]=1)(=[O:49])=[O:48])=[O:40]. The yield is 0.860. (9) The reactants are [F:1][C:2]([F:22])([F:21])[O:3][C:4]1[CH:5]=[C:6]([C:10]2[CH:15]=[CH:14][N:13]=[C:12]([CH2:16][C:17](OC)=[O:18])[CH:11]=2)[CH:7]=[CH:8][CH:9]=1.[NH3:23].CO. No catalyst specified. The product is [F:1][C:2]([F:22])([F:21])[O:3][C:4]1[CH:5]=[C:6]([C:10]2[CH:15]=[CH:14][N:13]=[C:12]([CH2:16][C:17]([NH2:23])=[O:18])[CH:11]=2)[CH:7]=[CH:8][CH:9]=1. The yield is 0.970.